This data is from Forward reaction prediction with 1.9M reactions from USPTO patents (1976-2016). The task is: Predict the product of the given reaction. (1) Given the reactants [C:1]([C:3]1[CH:4]=[C:5]([O:9][CH2:10][C@@H:11]([NH:22][C:23](=[O:29])[O:24][C:25]([CH3:28])([CH3:27])[CH3:26])[CH2:12][C:13]2[C:21]3[C:16](=[CH:17][CH:18]=[CH:19][CH:20]=3)[NH:15][CH:14]=2)[CH:6]=[N:7][CH:8]=1)#[CH:2].Cl.Br[C:32]1[CH:37]=[CH:36][N:35]=[CH:34][CH:33]=1.CN(C=O)C.C(N(CC)CC)C, predict the reaction product. The product is: [NH:15]1[C:16]2[C:21](=[CH:20][CH:19]=[CH:18][CH:17]=2)[C:13]([CH2:12][C@H:11]([NH:22][C:23](=[O:29])[O:24][C:25]([CH3:26])([CH3:28])[CH3:27])[CH2:10][O:9][C:5]2[CH:6]=[N:7][CH:8]=[C:3]([C:1]#[C:2][C:32]3[CH:37]=[CH:36][N:35]=[CH:34][CH:33]=3)[CH:4]=2)=[CH:14]1. (2) Given the reactants [N+:1]([O-:4])(O)=[O:2].[Cl:5][C:6]1[C:14]([CH3:15])=[C:13]([F:16])[CH:12]=[CH:11][C:7]=1[C:8]([OH:10])=[O:9].OS(O)(=O)=O, predict the reaction product. The product is: [Cl:5][C:6]1[C:14]([CH3:15])=[C:13]([F:16])[C:12]([N+:1]([O-:4])=[O:2])=[CH:11][C:7]=1[C:8]([OH:10])=[O:9]. (3) Given the reactants [P:1]([O:19][CH2:20]Cl)([O:11][CH2:12][C:13]1[CH:18]=[CH:17][CH:16]=[CH:15][CH:14]=1)([O:3][CH2:4][C:5]1[CH:10]=[CH:9][CH:8]=[CH:7][CH:6]=1)=[O:2].[CH2:22]([O:29][C:30]1[C:31]([OH:53])=[C:32]([C:48]([O:50][CH2:51][CH3:52])=[O:49])[N:33]([C:40]2[CH:45]=[CH:44][C:43]([O:46][CH3:47])=[CH:42][CH:41]=2)[C:34]=1[C:35](=[O:39])[N:36]([CH3:38])[CH3:37])[C:23]1[CH:28]=[CH:27][CH:26]=[CH:25][CH:24]=1.C([O-])([O-])=O.[K+].[K+].O, predict the reaction product. The product is: [CH2:22]([O:29][C:30]1[C:31]([O:53][CH2:20][O:19][P:1]([O:11][CH2:12][C:13]2[CH:18]=[CH:17][CH:16]=[CH:15][CH:14]=2)([O:3][CH2:4][C:5]2[CH:10]=[CH:9][CH:8]=[CH:7][CH:6]=2)=[O:2])=[C:32]([C:48]([O:50][CH2:51][CH3:52])=[O:49])[N:33]([C:40]2[CH:41]=[CH:42][C:43]([O:46][CH3:47])=[CH:44][CH:45]=2)[C:34]=1[C:35](=[O:39])[N:36]([CH3:38])[CH3:37])[C:23]1[CH:28]=[CH:27][CH:26]=[CH:25][CH:24]=1. (4) Given the reactants [O:1]1[C:5]2[CH:6]=[CH:7][CH:8]=[CH:9][C:4]=2[C:3]([NH:10][C:11]([N:13]2[CH2:18][CH2:17][N:16]([CH2:19][C:20]3[CH:25]=[CH:24][CH:23]=[C:22]([C:26]#[C:27][Si](C)(C)C)[CH:21]=3)[CH2:15][CH2:14]2)=[O:12])=[N:2]1.C(=O)([O-])[O-].[K+].[K+], predict the reaction product. The product is: [O:1]1[C:5]2[CH:6]=[CH:7][CH:8]=[CH:9][C:4]=2[C:3]([NH:10][C:11]([N:13]2[CH2:14][CH2:15][N:16]([CH2:19][C:20]3[CH:25]=[CH:24][CH:23]=[C:22]([C:26]#[CH:27])[CH:21]=3)[CH2:17][CH2:18]2)=[O:12])=[N:2]1. (5) Given the reactants Br[C:2]1[CH:7]=[CH:6][CH:5]=[C:4]([O:8][CH2:9][CH:10]([CH2:14][CH2:15][CH3:16])[CH2:11][CH2:12][CH3:13])[CH:3]=1.[CH2:17]([C@@H:19]1[O:21][CH2:20]1)[Cl:18], predict the reaction product. The product is: [Cl:18][CH2:17][C@@H:19]([OH:21])[CH2:20][C:2]1[CH:7]=[CH:6][CH:5]=[C:4]([O:8][CH2:9][CH:10]([CH2:14][CH2:15][CH3:16])[CH2:11][CH2:12][CH3:13])[CH:3]=1. (6) Given the reactants CC(C)(C)[C@@H](C(O)=O)N[C:5](OCCCC=C)=[O:6].Cl.[NH2:19][C@@H:20]([C:24]1([CH3:30])[CH2:29][CH2:28][CH2:27][CH2:26][CH2:25]1)[C:21]([OH:23])=[O:22].[CH3:31][C:32]([CH3:39])([CH2:35][CH2:36][CH:37]=[CH2:38])[CH2:33][OH:34], predict the reaction product. The product is: [CH3:31][C:32]([CH3:39])([CH2:35][CH2:36][CH:37]=[CH2:38])[CH2:33][O:34][C:5]([NH:19][C@@H:20]([C:24]1([CH3:30])[CH2:29][CH2:28][CH2:27][CH2:26][CH2:25]1)[C:21]([OH:23])=[O:22])=[O:6]. (7) Given the reactants [CH3:1][C:2]1[CH:3]=[CH:4][C:5]([S:8]([NH:11]Cl)(=[O:10])=[O:9])=[CH:6][CH:7]=1.[CH2:13]([C:15]([CH2:17][CH3:18])=[CH2:16])[CH3:14].[Br-].[Br-].[Br-].C1([N+](C)(C)C)C=CC=CC=1.C1([N+](C)(C)C)C=CC=CC=1.C1([N+](C)(C)C)C=CC=CC=1, predict the reaction product. The product is: [CH2:13]([C:15]1([CH2:17][CH3:18])[CH2:16][N:11]1[S:8]([C:5]1[CH:4]=[CH:3][C:2]([CH3:1])=[CH:7][CH:6]=1)(=[O:10])=[O:9])[CH3:14]. (8) Given the reactants [C:1](=[O:4])([O-])[O-].[K+].[K+].[Cl:7][C:8]1[C:9]([CH3:19])=[C:10]([I:18])[C:11](O)=[C:12]([C:14](=[O:16])[CH3:15])[CH:13]=1.CI.O, predict the reaction product. The product is: [Cl:7][C:8]1[C:9]([CH3:19])=[C:10]([I:18])[C:11]([O:4][CH3:1])=[C:12]([C:14](=[O:16])[CH3:15])[CH:13]=1. (9) The product is: [N:21]1([C:26]2[N:31]=[C:30]([CH2:32][N:1]3[CH:2]([C:11]4[C:12]([O:19][CH3:20])=[CH:13][CH:14]=[CH:15][C:16]=4[O:17][CH3:18])[CH2:3][CH:4]([CH3:10])[C:5]3=[O:7])[CH:29]=[CH:28][CH:27]=2)[CH:25]=[CH:24][CH:23]=[N:22]1. Given the reactants [NH2:1][CH:2]([C:11]1[C:16]([O:17][CH3:18])=[CH:15][CH:14]=[CH:13][C:12]=1[O:19][CH3:20])[CH2:3][CH:4]([CH3:10])[C:5]([O:7]CC)=O.[N:21]1([C:26]2[N:31]=[C:30]([CH:32]=O)[CH:29]=[CH:28][CH:27]=2)[CH:25]=[CH:24][CH:23]=[N:22]1, predict the reaction product. (10) The product is: [Br:6][C:7]1[CH:8]=[C:9]([CH:21]=[CH:22][C:23]=1[Br:24])[C:10]([NH:12][CH2:13][CH2:14][CH2:15][CH2:16][CH2:17][C:18]([O:20][CH3:25])=[O:19])=[O:11]. Given the reactants OS(O)(=O)=O.[Br:6][C:7]1[CH:8]=[C:9]([CH:21]=[CH:22][C:23]=1[Br:24])[C:10]([NH:12][CH2:13][CH2:14][CH2:15][CH2:16][CH2:17][C:18]([OH:20])=[O:19])=[O:11].[C:25]([O-])(O)=O.[Na+], predict the reaction product.